Dataset: Catalyst prediction with 721,799 reactions and 888 catalyst types from USPTO. Task: Predict which catalyst facilitates the given reaction. (1) Reactant: [H-].[Al+3].[Li+].[H-].[H-].[H-].C([O:9][C:10]([C:12]1[N:13]([C:23]2[CH:28]=[CH:27][C:26]([O:29][CH2:30][C:31]3[CH:36]=[CH:35][CH:34]=[CH:33][CH:32]=3)=[CH:25][CH:24]=2)[C:14]2[C:19]([CH:20]=1)=[CH:18][C:17]([O:21][CH3:22])=[CH:16][CH:15]=2)=O)C.O.[OH-].[Na+]. Product: [CH2:30]([O:29][C:26]1[CH:27]=[CH:28][C:23]([N:13]2[C:14]3[C:19](=[CH:18][C:17]([O:21][CH3:22])=[CH:16][CH:15]=3)[CH:20]=[C:12]2[CH2:10][OH:9])=[CH:24][CH:25]=1)[C:31]1[CH:36]=[CH:35][CH:34]=[CH:33][CH:32]=1. The catalyst class is: 7. (2) Reactant: Cl[C:2]1[CH:11]=[CH:10][C:9]2[C:4](=[CH:5][CH:6]=[CH:7][C:8]=2[NH:12][S:13]([C:16]2[CH:21]=[C:20]([F:22])[C:19]([F:23])=[C:18]([F:24])[CH:17]=2)(=[O:15])=[O:14])[N:3]=1.[O:25]1[C:29]2[CH:30]=[CH:31][CH:32]=[CH:33][C:28]=2[CH:27]([NH2:34])[CH2:26]1. Product: [O:25]1[C:29]2[CH:30]=[CH:31][CH:32]=[CH:33][C:28]=2[CH:27]([NH:34][C:2]2[CH:11]=[CH:10][C:9]3[C:4](=[CH:5][CH:6]=[CH:7][C:8]=3[NH:12][S:13]([C:16]3[CH:21]=[C:20]([F:22])[C:19]([F:23])=[C:18]([F:24])[CH:17]=3)(=[O:15])=[O:14])[N:3]=2)[CH2:26]1. The catalyst class is: 12. (3) Reactant: [Cl:1][C:2]1[CH:3]=[C:4]([CH:6]=[C:7]([Cl:9])[CH:8]=1)[NH2:5].[CH2:10]([C:12](=O)[C:13]([O-:15])=[O:14])[CH3:11].[C:17]([C:21]1[CH:28]=[CH:27][C:24](C=C)=[CH:23][CH:22]=1)([CH3:20])([CH3:19])[CH3:18].F[C:30](F)(F)[C:31](O)=O. Product: [CH2:30]([O:15][C:13]([CH:12]1[CH2:10][CH:11]([C:24]2[CH:23]=[CH:22][C:21]([C:17]([CH3:19])([CH3:18])[CH3:20])=[CH:28][CH:27]=2)[C:3]2[C:4](=[CH:6][C:7]([Cl:9])=[CH:8][C:2]=2[Cl:1])[NH:5]1)=[O:14])[CH3:31]. The catalyst class is: 10. (4) Reactant: [CH2:1]([C:9]1[CH:14]=[CH:13][C:12]([N:15]2[CH2:20][CH2:19][N:18](C(OC(C)(C)C)=O)[CH2:17][CH2:16]2)=[CH:11][CH:10]=1)[CH2:2][CH2:3][CH2:4][CH2:5][CH2:6][CH2:7][CH3:8].[C:28]([OH:34])([C:30]([F:33])([F:32])[F:31])=[O:29]. Product: [C:28]([OH:34])([C:30]([F:33])([F:32])[F:31])=[O:29].[CH2:1]([C:9]1[CH:10]=[CH:11][C:12]([N:15]2[CH2:16][CH2:17][NH:18][CH2:19][CH2:20]2)=[CH:13][CH:14]=1)[CH2:2][CH2:3][CH2:4][CH2:5][CH2:6][CH2:7][CH3:8]. The catalyst class is: 497.